Dataset: Full USPTO retrosynthesis dataset with 1.9M reactions from patents (1976-2016). Task: Predict the reactants needed to synthesize the given product. Given the product [C:1]([O:5][C:6](=[O:7])[NH:8][C@H:9]1[CH2:13][CH2:12][C@@H:11]([NH:36][C:39]([O:48][CH2:41][C:42]2[CH:47]=[CH:46][CH:45]=[CH:44][CH:43]=2)=[O:24])[CH2:10]1)([CH3:2])([CH3:3])[CH3:4], predict the reactants needed to synthesize it. The reactants are: [C:1]([O:5][C:6]([NH:8][C@H:9]1[CH2:13][CH2:12][C@@H:11](C(O)=O)[CH2:10]1)=[O:7])([CH3:4])([CH3:3])[CH3:2].C1(P(N=[N+]=[N-])(C2C=CC=CC=2)=[O:24])C=CC=CC=1.C([N:36]([CH2:39]C)CC)C.[CH2:41]([OH:48])[C:42]1[CH:47]=[CH:46][CH:45]=[CH:44][CH:43]=1.